From a dataset of Forward reaction prediction with 1.9M reactions from USPTO patents (1976-2016). Predict the product of the given reaction. (1) Given the reactants [Cl:1][C:2]1[N:7]=[C:6]([C:8]([O:10][CH3:11])=[O:9])[CH:5]=[C:4](Cl)[N:3]=1.[CH:13]1([C:16]2[NH:20][N:19]=[C:18]([NH2:21])[CH:17]=2)[CH2:15][CH2:14]1.CCN(C(C)C)C(C)C.CS(C)=O, predict the reaction product. The product is: [Cl:1][C:2]1[N:7]=[C:6]([C:8]([O:10][CH3:11])=[O:9])[CH:5]=[C:4]([NH:21][C:18]2[CH:17]=[C:16]([CH:13]3[CH2:15][CH2:14]3)[NH:20][N:19]=2)[N:3]=1. (2) Given the reactants [C:1]([C:4]1[C:22](=[O:23])[C@@:8]2([CH3:24])[C:9]3[C:15]([OH:16])=[CH:14][C:13]([O:17][CH3:18])=[C:12]([C:19]([NH2:21])=[O:20])[C:10]=3[O:11][C:7]2=[CH:6][C:5]=1[OH:25])(=[O:3])[CH3:2].[CH:26](=O)[C:27]1[C:28]([O:33][CH3:34])=[CH:29][CH:30]=[CH:31][CH:32]=1.C([SiH](CC)CC)C.FC(F)(F)C(O)=O, predict the reaction product. The product is: [C:1]([C:4]1[C:22](=[O:23])[C@@:8]2([CH3:24])[C:9]3[C:15]([OH:16])=[CH:14][C:13]([O:17][CH3:18])=[C:12]([C:19]([NH:21][CH2:26][C:27]4[CH:32]=[CH:31][CH:30]=[CH:29][C:28]=4[O:33][CH3:34])=[O:20])[C:10]=3[O:11][C:7]2=[CH:6][C:5]=1[OH:25])(=[O:3])[CH3:2]. (3) Given the reactants [F:1][C:2]1[C:10]([N+:11]([O-:13])=[O:12])=[CH:9][CH:8]=[CH:7][C:3]=1[C:4]([OH:6])=O.S(Cl)(Cl)=O.[NH:18]1[CH2:22][CH2:21][CH2:20][C@H:19]1[C:23]([O:25][CH:26]([CH3:28])[CH3:27])=[O:24], predict the reaction product. The product is: [F:1][C:2]1[C:10]([N+:11]([O-:13])=[O:12])=[CH:9][CH:8]=[CH:7][C:3]=1[C:4]([N:18]1[CH2:22][CH2:21][CH2:20][C@H:19]1[C:23]([O:25][CH:26]([CH3:28])[CH3:27])=[O:24])=[O:6]. (4) Given the reactants [C:1]([NH:5][S:6]([C:9]1([CH3:12])[CH2:11][CH2:10]1)(=[O:8])=[O:7])([CH3:4])([CH3:3])[CH3:2].[CH2:13](Br)[CH:14]=C.[CH2:17]([C:20]1([S:23]([NH2:26])(=[O:25])=[O:24])[CH2:22][CH2:21]1)[CH:18]=[CH2:19], predict the reaction product. The product is: [CH2:17]([C:20]1([S:23]([NH2:26])(=[O:25])=[O:24])[CH2:22][CH2:21]1)[CH:18]=[CH2:19].[C:1]([NH:5][S:6]([C:9]1([CH2:12][CH:13]=[CH2:14])[CH2:11][CH2:10]1)(=[O:8])=[O:7])([CH3:4])([CH3:2])[CH3:3].